Dataset: Full USPTO retrosynthesis dataset with 1.9M reactions from patents (1976-2016). Task: Predict the reactants needed to synthesize the given product. The reactants are: [CH:1]([C:3]1[CH:4]=[CH:5][C:6]([O:11][CH:12]([C:17]([F:20])([F:19])[F:18])[C:13]([F:16])([F:15])[F:14])=[C:7]([CH:10]=1)[C:8]#[N:9])=[O:2].CC(C)=[O:23].OS(O)(=O)=O.O=[Cr](=O)=O. Given the product [C:8]([C:7]1[CH:10]=[C:3]([CH:4]=[CH:5][C:6]=1[O:11][CH:12]([C:13]([F:14])([F:15])[F:16])[C:17]([F:18])([F:19])[F:20])[C:1]([OH:23])=[O:2])#[N:9], predict the reactants needed to synthesize it.